From a dataset of Full USPTO retrosynthesis dataset with 1.9M reactions from patents (1976-2016). Predict the reactants needed to synthesize the given product. (1) Given the product [Cl:27][C:21]1[CH:20]=[C:19]([C:16]2[CH:17]=[CH:18][N:14]([CH2:13][C@@H:12]([NH:11][C:9]([C:7]3[NH:6][N:5]=[C:4]([CH:1]([OH:3])[CH3:2])[CH:8]=3)=[O:10])[CH3:28])[N:15]=2)[CH:24]=[CH:23][C:22]=1[C:25]#[N:26], predict the reactants needed to synthesize it. The reactants are: [C:1]([C:4]1[CH:8]=[C:7]([C:9]([NH:11][C@@H:12]([CH3:28])[CH2:13][N:14]2[CH:18]=[CH:17][C:16]([C:19]3[CH:24]=[CH:23][C:22]([C:25]#[N:26])=[C:21]([Cl:27])[CH:20]=3)=[N:15]2)=[O:10])[NH:6][N:5]=1)(=[O:3])[CH3:2].CCO.[BH4-].[Na+].Cl. (2) Given the product [OH2:2].[OH:2][C:3]1[C:20]([OH:21])=[CH:19][C:18]2[C:17]3[C:12](=[CH:13][C:14]([OH:25])=[C:15]([OH:23])[CH:16]=3)[C:11]3[C:6](=[CH:7][C:8]([OH:29])=[C:9]([OH:27])[CH:10]=3)[C:5]=2[CH:4]=1, predict the reactants needed to synthesize it. The reactants are: C[O:2][C:3]1[C:20]([O:21]C)=[CH:19][C:18]2[C:17]3[C:12](=[CH:13][C:14]([O:25]C)=[C:15]([O:23]C)[CH:16]=3)[C:11]3[C:6](=[CH:7][C:8]([O:29]C)=[C:9]([O:27]C)[CH:10]=3)[C:5]=2[CH:4]=1.I. (3) Given the product [CH2:17]([O:19][C:20]1[CH:21]=[C:22]([CH:25]=[C:26]([O:33][CH2:34][CH3:35])[C:27]=1[N:28]1[CH:32]=[CH:31][CH:30]=[CH:29]1)[CH2:23][N:4]1[CH2:5][CH2:6][CH:16]([C:5]2[N:4]=[CH:3][C:2]([CH3:1])=[CH:16][C:6]=2[C:7]([NH2:9])=[O:8])[CH2:2][CH2:3]1)[CH3:18], predict the reactants needed to synthesize it. The reactants are: [CH3:1][C:2]1[CH:3]=[N:4][CH:5]=[C:6]([CH:16]=1)[C:7]([NH:9]C1CCNCC1)=[O:8].[CH2:17]([O:19][C:20]1[CH:21]=[C:22]([CH:25]=[C:26]([O:33][CH2:34][CH3:35])[C:27]=1[N:28]1[CH:32]=[CH:31][CH:30]=[CH:29]1)[CH:23]=O)[CH3:18]. (4) Given the product [Cl:1][C:2]1[CH:10]=[CH:9][C:8]([C:11]2[C:16]([C@@H:17]([NH:27][C:28](=[O:45])[CH2:29][N:30]3[C:34]4[C:35]([F:39])([F:40])[C@@H:36]5[CH2:38][C@@H:37]5[C:33]=4[C:32]([C:41]([F:44])([F:42])[F:43])=[N:31]3)[CH2:18][C:19]3[CH:24]=[C:23]([F:25])[CH:22]=[C:21]([F:26])[CH:20]=3)=[N:15][C:14]([C:46]#[C:47][C:48]3([OH:75])[CH2:52][CH2:51][CH2:50][NH:49][CH2:53]3)=[CH:13][CH:12]=2)=[C:7]2[C:3]=1[C:4]([NH:61][S:62]([CH3:65])(=[O:63])=[O:64])=[N:5][N:6]2[CH3:60], predict the reactants needed to synthesize it. The reactants are: [Cl:1][C:2]1[CH:10]=[CH:9][C:8]([C:11]2[CH:12]=[CH:13][C:14]([C:46]#[C:47][CH:48]3[CH2:52][CH2:51][CH2:50][N:49]3[C:53](OC(C)(C)C)=O)=[N:15][C:16]=2[C@@H:17]([NH:27][C:28](=[O:45])[CH2:29][N:30]2[C:34]3[C:35]([F:40])([F:39])[C@@H:36]4[CH2:38][C@@H:37]4[C:33]=3[C:32]([C:41]([F:44])([F:43])[F:42])=[N:31]2)[CH2:18][C:19]2[CH:24]=[C:23]([F:25])[CH:22]=[C:21]([F:26])[CH:20]=2)=[C:7]2[C:3]=1[C:4]([NH:61][S:62]([CH3:65])(=[O:64])=[O:63])=[N:5][N:6]2[CH3:60].C(C1(O)CCCN(C(OC(C)(C)C)=[O:75])C1)#C. (5) Given the product [Cl:1][C:2]1[C:7]([CH3:8])=[CH:6][CH:5]=[CH:4][N+:3]=1[O-:13], predict the reactants needed to synthesize it. The reactants are: [Cl:1][C:2]1[C:7]([CH3:8])=[CH:6][CH:5]=[CH:4][N:3]=1.OO.NC(N)=[O:13].C(N)(N)=O.OO.FC(F)(F)C(O)=O.S(S([O-])=O)([O-])=O.[Na+].[Na+].Cl. (6) Given the product [CH3:23][O:22][C:18](=[O:21])[C:19]([CH:8]([C:5]1[CH:6]=[N:7][C:2]([Cl:1])=[CH:3][CH:4]=1)[OH:9])=[CH2:20], predict the reactants needed to synthesize it. The reactants are: [Cl:1][C:2]1[N:7]=[CH:6][C:5]([CH:8]=[O:9])=[CH:4][CH:3]=1.C1N2CCN(CC2)C1.[C:18]([O:22][CH3:23])(=[O:21])[CH:19]=[CH2:20]. (7) Given the product [C:1]1([S:7]([NH:10][C:11]([C:12]2[CH:17]=[CH:16][C:15]3[N:18]=[CH:34][N:19]([CH2:20][C:21]4[CH:26]=[CH:25][C:24]([C:27]5[CH:28]=[CH:29][CH:30]=[CH:31][CH:32]=5)=[CH:23][CH:22]=4)[C:14]=3[CH:13]=2)=[O:33])(=[O:8])=[O:9])[CH:2]=[CH:3][CH:4]=[CH:5][CH:6]=1, predict the reactants needed to synthesize it. The reactants are: [C:1]1([S:7]([NH:10][C:11](=[O:33])[C:12]2[CH:17]=[CH:16][C:15]([NH2:18])=[C:14]([NH:19][CH2:20][C:21]3[CH:26]=[CH:25][C:24]([C:27]4[CH:32]=[CH:31][CH:30]=[CH:29][CH:28]=4)=[CH:23][CH:22]=3)[CH:13]=2)(=[O:9])=[O:8])[CH:6]=[CH:5][CH:4]=[CH:3][CH:2]=1.[CH:34](O)=O.